From a dataset of Reaction yield outcomes from USPTO patents with 853,638 reactions. Predict the reaction yield, written as a fraction of the theoretical maximum amount of product (1.0 means a 100% yield; for example, 0.34 means a 34% yield). (1) The product is [CH3:16][C:14]1([CH3:15])[C:10]2[C:5](=[CH:6][CH:7]=[CH:8][CH:9]=2)[NH:11][C:12](=[O:17])[CH2:13]1. The reactants are [Al+3].[Cl-].[Cl-].[Cl-].[C:5]1([NH:11][C:12](=[O:17])[CH:13]=[C:14]([CH3:16])[CH3:15])[CH:10]=[CH:9][CH:8]=[CH:7][CH:6]=1. The yield is 0.860. The catalyst is C1C=CC=CC=1. (2) The reactants are CO[C:3](=[O:25])[C:4]1[CH:9]=[CH:8][C:7]([O:10][CH2:11][C:12]2[C:13]([C:18]3[CH:23]=[CH:22][C:21]([Cl:24])=[CH:20][N:19]=3)=[N:14][O:15][C:16]=2[CH3:17])=[N:6][CH:5]=1.[NH:26]1[CH2:31][CH2:30][O:29][CH2:28][CH2:27]1. No catalyst specified. The product is [Cl:24][C:21]1[CH:22]=[CH:23][C:18]([C:13]2[C:12]([CH2:11][O:10][C:7]3[N:6]=[CH:5][C:4]([C:3]([N:26]4[CH2:31][CH2:30][O:29][CH2:28][CH2:27]4)=[O:25])=[CH:9][CH:8]=3)=[C:16]([CH3:17])[O:15][N:14]=2)=[N:19][CH:20]=1. The yield is 0.150. (3) The reactants are [CH3:1][O:2][C:3](=[O:14])[C:4]1[CH:9]=[CH:8][CH:7]=[C:6]([N+:10]([O-:12])=[O:11])[C:5]=1[CH3:13].COC(OC)N(C)C. The catalyst is CN(C)C=O. The product is [N+:10]([C:6]1[CH:7]=[CH:8][CH:9]=[C:4]2[C:5]=1[CH:13]=[CH:1][O:2][C:3]2=[O:14])([O-:12])=[O:11]. The yield is 0.544. (4) The catalyst is C1(C)C=CC=CC=1.C(Cl)Cl.C(OC(C)=O)(C)(C)C. The yield is 0.340. The reactants are [CH2:1]([O:4][C:5]1([CH3:28])[CH2:10][CH2:9][N:8]([C:11]2[N:16]3[N:17]=[C:18]([Br:20])[CH:19]=[C:15]3[N:14]=[C:13]([CH3:21])[C:12]=2[C:22](=[O:27])[C:23]([O:25][CH3:26])=[O:24])[CH2:7][CH2:6]1)[CH:2]=[CH2:3].CB1N2CCC[C@@H:33]2[C:32]([C:44]2C=CC=CC=2)([C:38]2C=CC=CC=2)O1.CC#N.C(=O)=O.[B]1OC2C(=CC=CC=2)O1.Cl(O)(=O)(=O)=O.C(=O)(O)[O-].[Na+]. The product is [CH2:1]([O:4][C:5]1([CH3:28])[CH2:10][CH2:9][N:8]([C:11]2[N:16]3[N:17]=[C:18]([Br:20])[CH:19]=[C:15]3[N:14]=[C:13]([CH3:21])[C:12]=2[C@H:22]([O:27][C:32]([CH3:44])([CH3:38])[CH3:33])[C:23]([O:25][CH3:26])=[O:24])[CH2:7][CH2:6]1)[CH:2]=[CH2:3]. (5) The reactants are [CH3:1][N:2]([CH3:19])[C:3]([CH2:5][CH2:6][CH2:7][C:8]#[C:9][C:10]1[CH:11]=[C:12]([CH:16]=[CH:17][CH:18]=1)[C:13]([OH:15])=O)=[O:4].CCN=C=N[CH2:25][CH2:26][CH2:27][N:28](C)C.C(N(CC)CC)C.C1(N)CC1. The catalyst is ClCCl. The product is [CH:27]1([NH:28][C:13](=[O:15])[C:12]2[CH:16]=[CH:17][CH:18]=[C:10]([C:9]#[C:8][CH2:7][CH2:6][CH2:5][C:3](=[O:4])[N:2]([CH3:1])[CH3:19])[CH:11]=2)[CH2:25][CH2:26]1. The yield is 0.910. (6) The reactants are [NH2:1][C:2]1[CH:7]=[CH:6][C:5]([CH3:8])=[CH:4][C:3]=1[C:9]([CH:11]1[CH2:13][CH2:12]1)=[O:10].[CH3:14]ON(C)C(C1CCC1)=O. No catalyst specified. The product is [NH2:1][C:2]1[CH:7]=[CH:6][C:5]([CH3:8])=[CH:4][C:3]=1[C:9]([CH:11]1[CH2:13][CH2:12][CH2:14]1)=[O:10]. The yield is 0.800.